From a dataset of Reaction yield outcomes from USPTO patents with 853,638 reactions. Predict the reaction yield, written as a fraction of the theoretical maximum amount of product (1.0 means a 100% yield; for example, 0.34 means a 34% yield). (1) The reactants are [Br:1][C:2]1[CH:3]=[C:4]([N:9]2[CH2:13][CH:12]=[CH:11][S:10]2(=[O:15])=[O:14])[C:5]([CH3:8])=[N:6][CH:7]=1.[CH3:16][NH:17][CH3:18]. The yield is 0.720. The product is [Br:1][C:2]1[CH:3]=[C:4]([N:9]2[CH2:13][CH:12]([N:17]([CH3:18])[CH3:16])[CH2:11][S:10]2(=[O:15])=[O:14])[C:5]([CH3:8])=[N:6][CH:7]=1. The catalyst is C(O)C. (2) The reactants are [F:1][C:2]([F:18])([F:17])[C:3]([NH:5][C:6]1[CH:11]=[CH:10][CH:9]=[C:8]([CH2:12][CH2:13][C:14](=[O:16])[CH3:15])[CH:7]=1)=[O:4].[OH:19][S:20]([Cl:23])(=O)=[O:21]. The catalyst is C(Cl)Cl. The product is [O:16]=[C:14]([CH3:15])[CH2:13][CH2:12][C:8]1[CH:7]=[C:6]([NH:5][C:3](=[O:4])[C:2]([F:17])([F:18])[F:1])[CH:11]=[CH:10][C:9]=1[S:20]([Cl:23])(=[O:21])=[O:19]. The yield is 0.540. (3) The reactants are [C:1]1([C:7]2[N:11]=[C:10]([N:12]3[CH2:17][CH2:16][NH:15][CH2:14][CH2:13]3)[S:9][N:8]=2)[CH:6]=[CH:5][CH:4]=[CH:3][CH:2]=1.C(N(CC)CC)C.[S:25]1[CH:29]=[CH:28][C:27]([N:30]=[C:31]=[O:32])=[CH:26]1. The catalyst is O1CCCC1. The product is [C:1]1([C:7]2[N:11]=[C:10]([N:12]3[CH2:17][CH2:16][N:15]([C:31]([NH:30][C:27]4[CH:28]=[CH:29][S:25][CH:26]=4)=[O:32])[CH2:14][CH2:13]3)[S:9][N:8]=2)[CH:2]=[CH:3][CH:4]=[CH:5][CH:6]=1. The yield is 0.166. (4) The reactants are [Cl:1][C:2]1[C:9]([F:10])=[CH:8][CH:7]=[C:6]([OH:11])[C:3]=1C=O.CO[CH:14]([O:17][CH3:18])[O:15][CH3:16].[N+]([O-])([O-])=O.[NH4+].C(=O)([O-])[O-].[Na+].[Na+]. The catalyst is CO. The product is [Cl:1][C:2]1[C:3]([CH:14]([O:15][CH3:16])[O:17][CH3:18])=[C:6]([OH:11])[CH:7]=[CH:8][C:9]=1[F:10]. The yield is 0.640.